From a dataset of Catalyst prediction with 721,799 reactions and 888 catalyst types from USPTO. Predict which catalyst facilitates the given reaction. Reactant: [F:1][C:2]1[CH:7]=[C:6]([N+:8]([O-:10])=[O:9])[C:5]([F:11])=[CH:4][C:3]=1[C:12](C)([C:18](OCC)=O)[C:13]([O:15]CC)=[O:14].S(=O)(=O)(O)O.O. Product: [F:1][C:2]1[CH:7]=[C:6]([N+:8]([O-:10])=[O:9])[C:5]([F:11])=[CH:4][C:3]=1[CH:12]([CH3:18])[C:13]([OH:15])=[O:14]. The catalyst class is: 15.